Dataset: Forward reaction prediction with 1.9M reactions from USPTO patents (1976-2016). Task: Predict the product of the given reaction. (1) The product is: [C:31]([N:28]1[CH2:29][CH2:30][C@@H:26]([NH:25][C:18]2[N:19]=[N:20][C:21]([C:22]([NH2:24])=[O:23])=[C:16]([NH:15][C:12]3[CH:13]=[CH:14][C:9]([C:7]([N:1]4[CH2:2][CH2:3][O:4][CH2:5][CH2:6]4)=[O:8])=[CH:10][CH:11]=3)[N:17]=2)[CH2:27]1)(=[O:35])[C:32]#[C:33][CH3:34]. Given the reactants [N:1]1([C:7]([C:9]2[CH:14]=[CH:13][C:12]([NH:15][C:16]3[N:17]=[C:18]([NH:25][C@@H:26]4[CH2:30][CH2:29][NH:28][CH2:27]4)[N:19]=[N:20][C:21]=3[C:22]([NH2:24])=[O:23])=[CH:11][CH:10]=2)=[O:8])[CH2:6][CH2:5][O:4][CH2:3][CH2:2]1.[C:31](O)(=[O:35])[C:32]#[C:33][CH3:34].CCN(C(C)C)C(C)C.C1CN([P+](ON2N=NC3C=CC=CC2=3)(N2CCCC2)N2CCCC2)CC1.F[P-](F)(F)(F)(F)F, predict the reaction product. (2) Given the reactants [CH2:1]([C@:4]1([C:20]2[CH:25]=[CH:24][C:23]([F:26])=[CH:22][CH:21]=2)[CH2:9][CH2:8][N:7]([C@H:10]([C:12]2[CH:17]=[CH:16][C:15]([Br:18])=[CH:14][CH:13]=2)[CH3:11])[C:6](=[O:19])[CH2:5]1)[CH:2]=[CH2:3].B.C1C[O:31]CC1, predict the reaction product. The product is: [Br:18][C:15]1[CH:16]=[CH:17][C:12]([C@@H:10]([N:7]2[CH2:8][CH2:9][C@@:4]([C:20]3[CH:25]=[CH:24][C:23]([F:26])=[CH:22][CH:21]=3)([CH2:1][CH2:2][CH2:3][OH:31])[CH2:5][C:6]2=[O:19])[CH3:11])=[CH:13][CH:14]=1.